From a dataset of TCR-epitope binding with 47,182 pairs between 192 epitopes and 23,139 TCRs. Binary Classification. Given a T-cell receptor sequence (or CDR3 region) and an epitope sequence, predict whether binding occurs between them. (1) The epitope is ATDALMTGY. The TCR CDR3 sequence is CASRTDMNSPLHF. Result: 0 (the TCR does not bind to the epitope). (2) The epitope is GPGHKARVL. The TCR CDR3 sequence is CASSQELAGGPNEQFF. Result: 0 (the TCR does not bind to the epitope). (3) The epitope is SQASSRSSSR. The TCR CDR3 sequence is CATSRDRTGGNEQFF. Result: 0 (the TCR does not bind to the epitope). (4) The epitope is NEGVKAAW. The TCR CDR3 sequence is CASSISGLNTDTQYF. Result: 1 (the TCR binds to the epitope).